Predict which catalyst facilitates the given reaction. From a dataset of Catalyst prediction with 721,799 reactions and 888 catalyst types from USPTO. (1) Reactant: [OH:1][C:2]1[CH:3]=[C:4]([CH:8]=[C:9]([OH:11])[CH:10]=1)[C:5](O)=O.[C:12]1([NH2:19])[CH:17]=[CH:16][CH:15]=[CH:14][C:13]=1[NH2:18].[OH-].[Na+].C(=O)(O)[O-].[Na+]. Product: [OH:1][C:2]1[CH:3]=[C:4]([C:5]2[NH:18][C:13]3[CH:14]=[CH:15][CH:16]=[CH:17][C:12]=3[N:19]=2)[CH:8]=[C:9]([OH:11])[CH:10]=1. The catalyst class is: 33. (2) Reactant: [OH:1][C:2]1[CH:3]=[C:4]2[C:8](=[CH:9][CH:10]=1)[C@H:7]([CH2:11][C:12]([O:14][CH2:15][CH3:16])=[O:13])[CH2:6][CH2:5]2.O.[Br:18][CH2:19][CH2:20][CH2:21]Br.C([O-])([O-])=O.[Cs+].[Cs+]. Product: [Br:18][CH2:19][CH2:20][CH2:21][O:1][C:2]1[CH:3]=[C:4]2[C:8](=[CH:9][CH:10]=1)[C@H:7]([CH2:11][C:12]([O:14][CH2:15][CH3:16])=[O:13])[CH2:6][CH2:5]2. The catalyst class is: 3. (3) Reactant: C([O:8][CH2:9][CH:10]1[CH2:14][N:13]([C:15]2[C:19]([N+:20]([O-])=O)=[CH:18][N:17]([CH3:23])[N:16]=2)[C:12](=[O:24])[C:11]1([CH3:26])[CH3:25])C1C=CC=CC=1.[C:27](O[C:27]([O:29][C:30]([CH3:33])([CH3:32])[CH3:31])=[O:28])([O:29][C:30]([CH3:33])([CH3:32])[CH3:31])=[O:28]. Product: [OH:8][CH2:9][CH:10]1[CH2:14][N:13]([C:15]2[C:19]([NH:20][C:27](=[O:28])[O:29][C:30]([CH3:33])([CH3:32])[CH3:31])=[CH:18][N:17]([CH3:23])[N:16]=2)[C:12](=[O:24])[C:11]1([CH3:25])[CH3:26]. The catalyst class is: 129. (4) Reactant: C(O)(C(F)(F)F)=O.C(OC([N:15]1[CH2:19][CH2:18][C@@H:17]([NH:20][C:21](=[O:28])[O:22][C@H:23]2[CH2:27][CH2:26][O:25][CH2:24]2)[CH2:16]1)=O)(C)(C)C. Product: [NH:15]1[CH2:19][CH2:18][C@@H:17]([NH:20][C:21](=[O:28])[O:22][C@H:23]2[CH2:27][CH2:26][O:25][CH2:24]2)[CH2:16]1. The catalyst class is: 2. (5) Reactant: [Cl:1][C:2]1[C:7]([NH2:8])=[C:6]([NH:9][N:10]([CH3:12])[CH3:11])[C:5]([CH3:13])=[C:4]([CH3:14])[N:3]=1.[CH:15](OCC)(OCC)OCC.Cl.N1C=CC=CC=1.C1(C)C=CC=CC=1. Product: [Cl:1][C:2]1[C:7]2[N:8]=[CH:15][N:9]([N:10]([CH3:12])[CH3:11])[C:6]=2[C:5]([CH3:13])=[C:4]([CH3:14])[N:3]=1. The catalyst class is: 13. (6) Reactant: [O:1]1[C:9]2[CH:8]=[CH:7][N:6]=[CH:5][C:4]=2[N:3]=[C:2]1[C:10]1[CH:19]=[CH:18][C:13]([C:14]([O:16]C)=[O:15])=[CH:12][CH:11]=1.[Li+:20].[OH-]. Product: [O:1]1[C:9]2[CH:8]=[CH:7][N:6]=[CH:5][C:4]=2[N:3]=[C:2]1[C:10]1[CH:11]=[CH:12][C:13]([C:14]([O-:16])=[O:15])=[CH:18][CH:19]=1.[Li+:20]. The catalyst class is: 92. (7) Reactant: [OH:1]OS([O-])=O.[K+].[I:7][C:8]1[N:15]2[C:11]([S:12][C:13]([S:16][CH3:17])=[N:14]2)=[N:10][CH:9]=1. Product: [I:7][C:8]1[N:15]2[C:11]([S:12][C:13]([S:16]([CH3:17])=[O:1])=[N:14]2)=[N:10][CH:9]=1. The catalyst class is: 24. (8) Reactant: Cl[C:2]1[N:10]=[C:9]([F:11])[N:8]=[C:7]2[C:3]=1[N:4]=[CH:5][N:6]2[CH:12]([CH3:14])[CH3:13].C(N(C(C)C)CC)(C)C.[CH:24]1([CH2:27][NH2:28])[CH2:26][CH2:25]1. Product: [CH:24]1([CH2:27][NH:28][C:2]2[N:10]=[C:9]([F:11])[N:8]=[C:7]3[C:3]=2[N:4]=[CH:5][N:6]3[CH:12]([CH3:14])[CH3:13])[CH2:26][CH2:25]1. The catalyst class is: 8.